From a dataset of Forward reaction prediction with 1.9M reactions from USPTO patents (1976-2016). Predict the product of the given reaction. Given the reactants [CH3:1][O:2][C:3]1[CH:43]=[CH:42][C:6]([CH2:7][N:8]([CH2:33][C:34]2[CH:39]=[CH:38][C:37]([O:40][CH3:41])=[CH:36][CH:35]=2)[C:9]2[N:14]=[C:13]([CH3:15])[N:12]=[C:11]([C:16]3[C:17]([NH:24][C:25]4[CH:26]=[N:27][C:28]([O:31][CH3:32])=[CH:29][CH:30]=4)=[N:18][CH:19]=[C:20]([CH:23]=3)[CH:21]=[O:22])[N:10]=2)=[CH:5][CH:4]=1.ClCCl.CO.[BH4-].[Na+].[NH4+].[Cl-], predict the reaction product. The product is: [CH3:41][O:40][C:37]1[CH:36]=[CH:35][C:34]([CH2:33][N:8]([CH2:7][C:6]2[CH:5]=[CH:4][C:3]([O:2][CH3:1])=[CH:43][CH:42]=2)[C:9]2[N:14]=[C:13]([CH3:15])[N:12]=[C:11]([C:16]3[CH:23]=[C:20]([CH2:21][OH:22])[CH:19]=[N:18][C:17]=3[NH:24][C:25]3[CH:26]=[N:27][C:28]([O:31][CH3:32])=[CH:29][CH:30]=3)[N:10]=2)=[CH:39][CH:38]=1.